Dataset: Reaction yield outcomes from USPTO patents with 853,638 reactions. Task: Predict the reaction yield, written as a fraction of the theoretical maximum amount of product (1.0 means a 100% yield; for example, 0.34 means a 34% yield). (1) The reactants are [CH3:1][O:2][C:3]1[CH:28]=[CH:27][C:6]([CH2:7][N:8]([C:22]2[S:23][CH:24]=[CH:25][N:26]=2)[S:9]([C:12]2[CH:13]=[CH:14][C:15]3[NH:20][CH2:19][CH2:18][O:17][C:16]=3[CH:21]=2)(=[O:11])=[O:10])=[CH:5][CH:4]=1.Br[C:30]1[CH:41]=[CH:40][CH:39]=[CH:38][C:31]=1[O:32][CH2:33][C:34]([CH3:37])([OH:36])[CH3:35].CC1(C)C2C(=C(P(C3C=CC=CC=3)C3C=CC=CC=3)C=CC=2)OC2C(P(C3C=CC=CC=3)C3C=CC=CC=3)=CC=CC1=2.CC(C)([O-])C.[Na+]. The catalyst is C1(C)C=CC=CC=1.O. The product is [OH:36][C:34]([CH3:37])([CH3:35])[CH2:33][O:32][C:31]1[CH:38]=[CH:39][CH:40]=[CH:41][C:30]=1[N:20]1[CH2:19][CH2:18][O:17][C:16]2[CH:21]=[C:12]([S:9]([N:8]([CH2:7][C:6]3[CH:5]=[CH:4][C:3]([O:2][CH3:1])=[CH:28][CH:27]=3)[C:22]3[S:23][CH:24]=[CH:25][N:26]=3)(=[O:11])=[O:10])[CH:13]=[CH:14][C:15]1=2. The yield is 0.882. (2) The reactants are [O-:1][N+:2]1[CH:7]=[CH:6][CH:5]=[CH:4][C:3]=1[C:8]1[CH:9]=[CH:10][C:11]2[C:12]3[N:26](C4CCCCO4)[N:25]=[CH:24][C:13]=3[C:14](=[O:23])[N:15]([CH2:18][C:19]([F:22])([F:21])[F:20])[C:16]=2[CH:17]=1.[O-][N+]1C=CC=CC=1C1C=CC2C3NN(C4CCCCO4)CC=3C(=O)N(CC(F)(F)F)C=2C=1.[ClH:65].O. The catalyst is O1CCOCC1. The product is [ClH:65].[O-:1][N+:2]1[CH:7]=[CH:6][CH:5]=[CH:4][C:3]=1[C:8]1[CH:9]=[CH:10][C:11]2[C:12]3[NH:26][N:25]=[CH:24][C:13]=3[C:14](=[O:23])[N:15]([CH2:18][C:19]([F:22])([F:20])[F:21])[C:16]=2[CH:17]=1. The yield is 0.990. (3) The catalyst is CO. The reactants are [Cl:1][C:2]1[N:3]=[C:4](Cl)[C:5]2[CH2:10][CH2:9][CH:8]([C:11]3[CH:16]=[CH:15][CH:14]=[CH:13][CH:12]=3)[C:6]=2[N:7]=1.[NH:18]1[CH2:21][CH2:20][CH2:19]1. The yield is 1.00. The product is [N:18]1([C:4]2[C:5]3[CH2:10][CH2:9][CH:8]([C:11]4[CH:16]=[CH:15][CH:14]=[CH:13][CH:12]=4)[C:6]=3[N:7]=[C:2]([Cl:1])[N:3]=2)[CH2:21][CH2:20][CH2:19]1. (4) The reactants are [F:1][C:2]1[CH:7]=[C:6]([I:8])[CH:5]=[CH:4][C:3]=1[N:9]1[C:17]2[C:12](=[CH:13][N:14]([CH3:20])[C:15](=[O:19])[C:16]=2[CH3:18])[NH:11]C1=O.[H-].[Na+].[CH:24]1([S:27](Cl)(=[O:29])=[O:28])[CH2:26][CH2:25]1.[OH-].[Na+].Cl. The catalyst is CN(C=O)C.C1COCC1. The product is [F:1][C:2]1[CH:7]=[C:6]([I:8])[CH:5]=[CH:4][C:3]=1[NH:9][C:17]1[C:12]([NH:11][S:27]([CH:24]2[CH2:26][CH2:25]2)(=[O:29])=[O:28])=[CH:13][N:14]([CH3:20])[C:15](=[O:19])[C:16]=1[CH3:18]. The yield is 0.350. (5) The reactants are [Br:1][C:2]1[CH:7]=[CH:6][C:5]([NH:8][C:9](=[O:20])[NH:10][C:11]2[CH:19]=[CH:18][C:14]([C:15]([OH:17])=O)=[CH:13][CH:12]=2)=[C:4]([F:21])[CH:3]=1.[CH3:22][N:23](C=O)[CH3:24].C1C=CC2N(O)N=NC=2C=1.CCN=C=NCCCN(C)C.Cl. The catalyst is O. The product is [Br:1][C:2]1[CH:7]=[CH:6][C:5]([NH:8][C:9](=[O:20])[NH:10][C:11]2[CH:12]=[CH:13][C:14]([C:15]([N:23]([CH3:24])[CH3:22])=[O:17])=[CH:18][CH:19]=2)=[C:4]([F:21])[CH:3]=1. The yield is 0.650. (6) The yield is 0.540. The reactants are [NH2:1][C:2]1[C:11]2[CH:10]=[CH:9][C:8]([F:12])=[C:7](Br)[C:6]=2[N:5]=[C:4]2[CH2:14][N:15]([CH:18]3[CH2:21][CH2:20][CH2:19]3)[C:16](=[O:17])[C:3]=12.[CH3:22][O:23][C:24]1[CH:29]=[CH:28][C:27]([O:30][CH3:31])=[CH:26][C:25]=1B(O)O. No catalyst specified. The product is [NH2:1][C:2]1[C:11]2[CH:10]=[CH:9][C:8]([F:12])=[C:7]([C:28]3[CH:29]=[C:24]([O:23][CH3:22])[CH:25]=[CH:26][C:27]=3[O:30][CH3:31])[C:6]=2[N:5]=[C:4]2[CH2:14][N:15]([CH:18]3[CH2:21][CH2:20][CH2:19]3)[C:16](=[O:17])[C:3]=12. (7) The reactants are C(OC([N:8]1[CH2:14][CH2:13][C:12]2[CH:15]=[C:16]([C:19]3[CH:23]=[C:22]([CH3:24])[O:21][N:20]=3)[CH:17]=[CH:18][C:11]=2[CH2:10][CH2:9]1)=O)(C)(C)C.C(O)C.[ClH:28]. The catalyst is C(OCC)C. The product is [ClH:28].[CH3:24][C:22]1[O:21][N:20]=[C:19]([C:16]2[CH:17]=[CH:18][C:11]3[CH2:10][CH2:9][NH:8][CH2:14][CH2:13][C:12]=3[CH:15]=2)[CH:23]=1. The yield is 0.810. (8) The reactants are [Cl:1][C:2]1[N:3]=[CH:4][CH:5]=[C:6]2[CH:10]=[CH:9][NH:8][C:7]=12.[H-].[Na+].I[CH3:14].O. The catalyst is C1COCC1. The product is [Cl:1][C:2]1[N:3]=[CH:4][CH:5]=[C:6]2[CH:10]=[CH:9][N:8]([CH3:14])[C:7]=12. The yield is 0.850. (9) The reactants are [C:1]([O:5][C:6]([N:8]1[CH2:13][CH2:12][CH:11]([OH:14])[CH2:10][CH2:9]1)=[O:7])([CH3:4])([CH3:3])[CH3:2].[H-].[Na+].Cl[C:18]1[CH:25]=[CH:24][C:21]([C:22]#[N:23])=[CH:20][N:19]=1. The catalyst is CN(C=O)C. The product is [C:1]([O:5][C:6]([N:8]1[CH2:13][CH2:12][CH:11]([O:14][C:18]2[CH:25]=[CH:24][C:21]([C:22]#[N:23])=[CH:20][N:19]=2)[CH2:10][CH2:9]1)=[O:7])([CH3:4])([CH3:2])[CH3:3]. The yield is 0.940. (10) The reactants are Cl.[C:2]([C:5]1[CH:10]=[CH:9][C:8]([NH:11][C:12](=[S:15])[NH:13][NH2:14])=[CH:7][CH:6]=1)([OH:4])=[O:3].[Cl:16][C:17]1[C:18]([OH:26])=[C:19]([CH:22]=[C:23]([Cl:25])[CH:24]=1)[CH:20]=O.O. The catalyst is CN(C)C=O. The product is [C:2]([C:5]1[CH:6]=[CH:7][C:8]([NH:11][C:12](=[S:15])[NH:13][N:14]=[CH:20][C:19]2[CH:22]=[C:23]([Cl:25])[CH:24]=[C:17]([Cl:16])[C:18]=2[OH:26])=[CH:9][CH:10]=1)([OH:4])=[O:3]. The yield is 0.550.